This data is from Full USPTO retrosynthesis dataset with 1.9M reactions from patents (1976-2016). The task is: Predict the reactants needed to synthesize the given product. Given the product [F:1][C:2]1[CH:3]=[CH:4][C:5]([S:13][CH2:14][CH2:15][CH2:16][C:17]([N:19]2[C:27]3[C:22](=[CH:23][CH:24]=[C:25]([O:28][CH3:29])[CH:26]=3)[CH2:21][CH2:20]2)=[O:18])=[C:6]([CH:12]=1)[C:7]([OH:9])=[O:8], predict the reactants needed to synthesize it. The reactants are: [F:1][C:2]1[CH:3]=[CH:4][C:5]([S:13][CH2:14][CH2:15][CH2:16][C:17]([N:19]2[C:27]3[C:22](=[CH:23][CH:24]=[C:25]([O:28][CH3:29])[CH:26]=3)[CH2:21][CH2:20]2)=[O:18])=[C:6]([CH:12]=1)[C:7]([O:9]CC)=[O:8].[Li+].[OH-].